From a dataset of Peptide-MHC class I binding affinity with 185,985 pairs from IEDB/IMGT. Regression. Given a peptide amino acid sequence and an MHC pseudo amino acid sequence, predict their binding affinity value. This is MHC class I binding data. (1) The peptide sequence is TFNSLNTDDY. The MHC is HLA-A33:01 with pseudo-sequence HLA-A33:01. The binding affinity (normalized) is 0. (2) The peptide sequence is KSLYNTIATLY. The MHC is HLA-B08:01 with pseudo-sequence HLA-B08:01. The binding affinity (normalized) is 0.0847. (3) The peptide sequence is RMILPMSRAFR. The MHC is HLA-B14:02 with pseudo-sequence HLA-B14:02. The binding affinity (normalized) is 0.0847. (4) The peptide sequence is STTVKAACWW. The MHC is HLA-A02:02 with pseudo-sequence HLA-A02:02. The binding affinity (normalized) is 0.149. (5) The peptide sequence is RLPAYAPLL. The MHC is HLA-C07:01 with pseudo-sequence HLA-C07:01. The binding affinity (normalized) is 0.419. (6) The peptide sequence is TAIRAGYSI. The MHC is HLA-A02:02 with pseudo-sequence HLA-A02:02. The binding affinity (normalized) is 0.114. (7) The peptide sequence is RANNNRLPK. The MHC is HLA-B35:01 with pseudo-sequence HLA-B35:01. The binding affinity (normalized) is 0.0847. (8) The binding affinity (normalized) is 1.00. The peptide sequence is TMADLVYAL. The MHC is HLA-A02:02 with pseudo-sequence HLA-A02:02.